This data is from Forward reaction prediction with 1.9M reactions from USPTO patents (1976-2016). The task is: Predict the product of the given reaction. (1) The product is: [CH3:3][C:4]1[CH:5]=[C:6]([C:21]2[CH:22]=[N:23][N:24]([CH:26]([CH3:31])[C:27]([OH:29])=[O:28])[CH:25]=2)[CH:7]=[C:8]([NH:10][C:11]2[N:16]=[C:15]([C:17]([F:20])([F:18])[F:19])[CH:14]=[CH:13][N:12]=2)[CH:9]=1. Given the reactants [Li+].[OH-].[CH3:3][C:4]1[CH:5]=[C:6]([C:21]2[CH:22]=[N:23][N:24]([CH:26]([CH3:31])[C:27]([O:29]C)=[O:28])[CH:25]=2)[CH:7]=[C:8]([NH:10][C:11]2[N:16]=[C:15]([C:17]([F:20])([F:19])[F:18])[CH:14]=[CH:13][N:12]=2)[CH:9]=1, predict the reaction product. (2) Given the reactants Br[C:2]1[CH:3]=[C:4]([O:10][C:11]2[CH:16]=[CH:15][C:14]([F:17])=[CH:13][C:12]=2[Br:18])[C:5]([C:8]#[N:9])=[N:6][CH:7]=1.[CH3:19][O:20][C:21]1[CH:22]=[C:23]([SH:27])[CH:24]=[CH:25][CH:26]=1.[H-].[Na+].C(=O)(O)[O-].[Na+], predict the reaction product. The product is: [Br:18][C:12]1[CH:13]=[C:14]([F:17])[CH:15]=[CH:16][C:11]=1[O:10][C:4]1[C:5]([C:8]#[N:9])=[N:6][CH:7]=[C:2]([S:27][C:23]2[CH:24]=[CH:25][CH:26]=[C:21]([O:20][CH3:19])[CH:22]=2)[CH:3]=1. (3) Given the reactants [NH2:1][C:2]1[C:3]([F:10])=[CH:4][C:5]([Cl:9])=[C:6]([OH:8])[CH:7]=1.[OH-].[K+].Cl[C:14]1[C:19]([N+:20]([O-:22])=[O:21])=[CH:18][CH:17]=[CH:16][N:15]=1, predict the reaction product. The product is: [NH2:1][C:2]1[C:3]([F:10])=[CH:4][C:5]([Cl:9])=[C:6]([CH:7]=1)[O:8][C:14]1[C:19]([N+:20]([O-:22])=[O:21])=[CH:18][CH:17]=[CH:16][N:15]=1. (4) Given the reactants ClC1C=C2C(=CC=1)N(S(C1C=CC=CC=1)(=O)=O)[C:6]([C:20]([O:22][CH2:23][CH3:24])=[O:21])=[C:5]2S(Cl)(=O)=O.[Br:29][C:30]1[CH:31]=[C:32]2[C:36](=[CH:37][CH:38]=1)[N:35](S(C1C=CC=CC=1)(=O)=O)[C:34]([C:48]([O:50]CC)=O)=[C:33]2[S:53](Cl)(=[O:55])=[O:54].Cl.C[NH2:59].Cl.C[NH:62][CH2:63]CC(OC)=O, predict the reaction product. The product is: [NH2:59][C:48]([C:34]1[NH:35][C:36]2[C:32]([C:33]=1[S:53]([N:62]([CH3:63])[CH2:5][CH2:6][C:20]([O:22][CH2:23][CH3:24])=[O:21])(=[O:54])=[O:55])=[CH:31][C:30]([Br:29])=[CH:38][CH:37]=2)=[O:50]. (5) Given the reactants [NH2:1][C:2]1[C:11]2[C:6](=[CH:7][CH:8]=[CH:9][C:10]=2[O:12][CH2:13][C:14]([NH:17][C:18](=[O:32])[CH2:19][CH2:20][CH2:21][CH2:22][CH2:23][NH:24]C(OC(C)(C)C)=O)([CH3:16])[CH3:15])[N:5]=[C:4]([CH3:33])[C:3]=1[C:34]([OH:36])=[O:35].[F:37][C:38]([F:43])([F:42])[C:39]([OH:41])=[O:40], predict the reaction product. The product is: [F:37][C:38]([F:43])([F:42])[C:39]([O-:41])=[O:40].[NH3+:24][CH2:23][CH2:22][CH2:21][CH2:20][CH2:19][C:18]([NH:17][C:14]([CH3:16])([CH3:15])[CH2:13][O:12][C:10]1[CH:9]=[CH:8][CH:7]=[C:6]2[C:11]=1[C:2]([NH3+:1])=[C:3]([C:34]([OH:36])=[O:35])[C:4]([CH3:33])=[N:5]2)=[O:32].[F:37][C:38]([F:43])([F:42])[C:39]([O-:41])=[O:40]. (6) Given the reactants [CH:1]1([CH:4]([NH:7][C:8]2[C:13]([N+:14]([O-])=O)=[C:12]([C:17]3[CH:22]=[CH:21][C:20]([O:23][CH3:24])=[CH:19][C:18]=3[CH3:25])[CH:11]=[CH:10][N:9]=2)[CH2:5][CH3:6])[CH2:3][CH2:2]1.[NH4+].[OH-].[O-]S(S([O-])=O)=O.[Na+].[Na+], predict the reaction product. The product is: [CH:1]1([CH:4]([NH:7][C:8]2[C:13]([NH2:14])=[C:12]([C:17]3[CH:22]=[CH:21][C:20]([O:23][CH3:24])=[CH:19][C:18]=3[CH3:25])[CH:11]=[CH:10][N:9]=2)[CH2:5][CH3:6])[CH2:3][CH2:2]1. (7) Given the reactants [CH2:1]1[O:11][C:4]2([CH2:9][CH2:8][CH2:7][CH2:6][C:5]2=O)[O:3][CH2:2]1.[BH4-].[Na+].C[OH:15], predict the reaction product. The product is: [O:3]1[C:4]2([CH2:9][CH2:8][CH:7]([OH:15])[CH2:6][CH2:5]2)[O:11][CH2:1][CH2:2]1. (8) Given the reactants [CH2:1]([O:3][C:4]1[CH:9]=[C:8]([F:10])[CH:7]=[CH:6][C:5]=1[C:11](=O)[CH2:12][C:13]([O:15]CC)=O)[CH3:2].[CH3:19][NH:20][NH2:21], predict the reaction product. The product is: [CH2:1]([O:3][C:4]1[CH:9]=[C:8]([F:10])[CH:7]=[CH:6][C:5]=1[C:11]1[CH:12]=[C:13]([OH:15])[N:20]([CH3:19])[N:21]=1)[CH3:2].